Dataset: Full USPTO retrosynthesis dataset with 1.9M reactions from patents (1976-2016). Task: Predict the reactants needed to synthesize the given product. (1) Given the product [N+:28]([C:31]1[CH:32]=[CH:33][C:34]([C:37]2[C:41]([C:2]3[CH:7]=[CH:6][N:5]=[C:4]4[N:8]([S:19]([C:22]5[CH:27]=[CH:26][CH:25]=[CH:24][CH:23]=5)(=[O:21])=[O:20])[C:9]([C:11]5[CH:16]=[CH:15][CH:14]=[C:13]([CH:17]=[O:18])[CH:12]=5)=[CH:10][C:3]=34)=[CH:40][N:39]([CH2:51][CH3:52])[N:38]=2)=[CH:35][CH:36]=1)([O-:30])=[O:29], predict the reactants needed to synthesize it. The reactants are: Br[C:2]1[CH:7]=[CH:6][N:5]=[C:4]2[N:8]([S:19]([C:22]3[CH:27]=[CH:26][CH:25]=[CH:24][CH:23]=3)(=[O:21])=[O:20])[C:9]([C:11]3[CH:16]=[CH:15][CH:14]=[C:13]([CH:17]=[O:18])[CH:12]=3)=[CH:10][C:3]=12.[N+:28]([C:31]1[CH:36]=[CH:35][C:34]([C:37]2[C:41](B3OC(C)(C)C(C)(C)O3)=[CH:40][N:39]([CH2:51][CH3:52])[N:38]=2)=[CH:33][CH:32]=1)([O-:30])=[O:29].C(=O)(O)[O-].[Na+]. (2) Given the product [CH2:1]([C:3]1[CH:8]=[C:7]([C:9]2[CH:10]=[CH:11][C:12]([F:15])=[CH:13][CH:14]=2)[CH:6]=[C:5]([CH3:16])[C:4]=1[CH:17]1[C:21](=[O:22])[CH2:20][CH:19]([CH2:24][CH2:25][NH:26][C:27]([C:29]2[CH:34]=[CH:33][CH:32]=[CH:31][N:30]=2)=[O:28])[C:18]1=[O:35])[CH3:2], predict the reactants needed to synthesize it. The reactants are: [CH2:1]([C:3]1[CH:8]=[C:7]([C:9]2[CH:14]=[CH:13][C:12]([F:15])=[CH:11][CH:10]=2)[CH:6]=[C:5]([CH3:16])[C:4]=1[C:17]1[C:18](=[O:35])[CH:19]([CH2:24][CH2:25][NH:26][C:27]([C:29]2[CH:34]=[CH:33][CH:32]=[CH:31][N:30]=2)=[O:28])[CH2:20][C:21]=1[O:22]C)[CH3:2].Cl. (3) Given the product [N:38]1([CH2:26][CH2:25][CH2:24][O:23][C:20]2[CH:21]=[C:22]3[C:17](=[CH:18][CH:19]=2)[NH:16][N:15]=[C:14]3[S:11]([C:1]2[C:10]3[C:5](=[CH:6][CH:7]=[CH:8][CH:9]=3)[CH:4]=[CH:3][CH:2]=2)(=[O:12])=[O:13])[CH2:43][CH2:42][O:41][CH2:40][CH2:39]1, predict the reactants needed to synthesize it. The reactants are: [C:1]1([S:11]([C:14]2[C:22]3[C:17](=[CH:18][CH:19]=[C:20]([O:23][CH2:24][CH2:25][CH2:26]OS(C4C=CC(C)=CC=4)(=O)=O)[CH:21]=3)[NH:16][N:15]=2)(=[O:13])=[O:12])[C:10]2[C:5](=[CH:6][CH:7]=[CH:8][CH:9]=2)[CH:4]=[CH:3][CH:2]=1.[NH:38]1[CH2:43][CH2:42][O:41][CH2:40][CH2:39]1. (4) Given the product [CH2:16]([O:15][C:8]1[CH:7]=[C:6]([CH:3]([CH2:1][CH3:2])[CH:4]([OH:20])[CH3:5])[CH:11]=[CH:10][C:9]=1[O:12][CH2:13][CH3:14])[CH3:17], predict the reactants needed to synthesize it. The reactants are: [CH2:1](/[C:3](/[C:6]1[CH:11]=[CH:10][C:9]([O:12][CH2:13][CH3:14])=[C:8]([O:15][CH2:16][CH3:17])[CH:7]=1)=[CH:4]/[CH3:5])[CH3:2].O.B1([O-])O[O:20]1.O.O.O.O.[Na+].C(OCC)(=O)C. (5) Given the product [Br:11][C:8]1[CH:9]=[CH:10][C:2]([O:30][C:24]2[CH:23]=[CH:22][C:21]([O:20][CH3:19])=[CH:26][C:25]=2[F:27])=[C:3]([CH:7]=1)[C:4]([OH:6])=[O:5], predict the reactants needed to synthesize it. The reactants are: Br[C:2]1[CH:10]=[CH:9][C:8]([Br:11])=[CH:7][C:3]=1[C:4]([OH:6])=[O:5].C1(C)C=CC=CC=1.[CH3:19][O:20][C:21]1[CH:26]=[C:25]([F:27])[CH:24]=[CH:23][C:22]=1O.C(=O)([O-])[O-:30].[Cs+].[Cs+]. (6) Given the product [CH3:36][O:35][C:31]1[CH:32]=[CH:33][CH:34]=[C:26]([O:25][CH3:24])[C:27]=1[C:28]([NH:1][C:2]1[CH:23]=[CH:22][C:5]2[N:6]([CH:9]([C:16]3[CH:17]=[CH:18][CH:19]=[CH:20][CH:21]=3)[CH2:10][C:11]([OH:13])=[O:12])[CH:7]=[N:8][C:4]=2[CH:3]=1)=[O:30], predict the reactants needed to synthesize it. The reactants are: [NH2:1][C:2]1[CH:23]=[CH:22][C:5]2[N:6]([CH:9]([C:16]3[CH:21]=[CH:20][CH:19]=[CH:18][CH:17]=3)[CH2:10][C:11]([O:13]CC)=[O:12])[CH:7]=[N:8][C:4]=2[CH:3]=1.[CH3:24][O:25][C:26]1[CH:34]=[CH:33][CH:32]=[C:31]([O:35][CH3:36])[C:27]=1[C:28]([OH:30])=O. (7) Given the product [CH2:6]([C:2]1[CH:3]=[C:4]([NH2:5])[NH:14][N:15]=1)[C:7]1[CH:12]=[CH:11][CH:10]=[CH:9][CH:8]=1, predict the reactants needed to synthesize it. The reactants are: O=[C:2]([CH2:6][C:7]1[CH:12]=[CH:11][CH:10]=[CH:9][CH:8]=1)[CH2:3][C:4]#[N:5].O.[NH2:14][NH2:15]. (8) Given the product [N:29]1[CH:30]=[CH:31][CH:32]=[C:27]([CH2:26][CH2:25][N:17]([CH2:16][CH2:15][CH2:14][O:13][C:8]2[CH:9]=[CH:10][CH:11]=[CH:12][C:7]=2[C:6]([OH:33])=[O:5])[CH2:18][C:19]2[CH:24]=[CH:23][N:22]=[CH:21][CH:20]=2)[CH:28]=1, predict the reactants needed to synthesize it. The reactants are: [OH-].[Na+].C([O:5][C:6](=[O:33])[C:7]1[CH:12]=[CH:11][CH:10]=[CH:9][C:8]=1[O:13][CH2:14][CH2:15][CH2:16][N:17]([CH2:25][CH2:26][C:27]1[CH:28]=[N:29][CH:30]=[CH:31][CH:32]=1)[CH2:18][C:19]1[CH:24]=[CH:23][N:22]=[CH:21][CH:20]=1)C.Cl.